Predict which catalyst facilitates the given reaction. From a dataset of Catalyst prediction with 721,799 reactions and 888 catalyst types from USPTO. (1) Reactant: C[O:2][C:3]1[C:8]([CH3:9])=[CH:7][C:6]([C:10]2[CH:14]=[C:13]([C:15]([F:18])([F:17])[F:16])[N:12]([CH3:19])[N:11]=2)=[C:5]([CH3:20])[CH:4]=1.Br. Product: [CH3:9][C:8]1[CH:7]=[C:6]([C:10]2[CH:14]=[C:13]([C:15]([F:18])([F:17])[F:16])[N:12]([CH3:19])[N:11]=2)[C:5]([CH3:20])=[CH:4][C:3]=1[OH:2]. The catalyst class is: 15. (2) Reactant: [O:1]=[C:2]([C:6]1[CH:11]=[C:10]([F:12])[CH:9]=[C:8]([F:13])[CH:7]=1)[C:3]([OH:5])=[O:4].[CH3:14][Mg]Cl. Product: [F:13][C:8]1[CH:7]=[C:6]([C:2]([OH:1])([CH3:14])[C:3]([OH:5])=[O:4])[CH:11]=[C:10]([F:12])[CH:9]=1. The catalyst class is: 27.